This data is from Reaction yield outcomes from USPTO patents with 853,638 reactions. The task is: Predict the reaction yield, written as a fraction of the theoretical maximum amount of product (1.0 means a 100% yield; for example, 0.34 means a 34% yield). (1) The reactants are [CH2:1]([C@@:5]1([CH2:28][CH3:29])[N:11]=[C:10]([C:12]2[CH:17]=[CH:16][CH:15]=[CH:14][CH:13]=2)[C:9]2[CH:18]=[C:19]([O:24][CH3:25])[C:20]([CH:22]=[O:23])=[CH:21][C:8]=2[S:7](=[O:27])(=[O:26])[CH2:6]1)[CH2:2][CH2:3][CH3:4].B.C1COCC1. The catalyst is C1COCC1. The product is [CH2:1]([C@@:5]1([CH2:28][CH3:29])[NH:11][C@@H:10]([C:12]2[CH:13]=[CH:14][CH:15]=[CH:16][CH:17]=2)[C:9]2[CH:18]=[C:19]([O:24][CH3:25])[C:20]([CH2:22][OH:23])=[CH:21][C:8]=2[S:7](=[O:26])(=[O:27])[CH2:6]1)[CH2:2][CH2:3][CH3:4]. The yield is 0.420. (2) The reactants are [C:1]1([S:7]([C:10]([CH:14]2[CH2:26][CH2:25][C:24]3[C:23]4[C:18](=[CH:19][CH:20]=[C:21]([Cl:27])[CH:22]=4)[N:17]([CH2:28][O:29][CH3:30])[C:16]=3[CH2:15]2)([CH3:13])[CH2:11][OH:12])(=[O:9])=[O:8])[CH:6]=[CH:5][CH:4]=[CH:3][CH:2]=1.[H-].[Na+].[CH3:33]I. The catalyst is C1COCC1. The product is [C:1]1([S:7]([C:10]([CH:14]2[CH2:26][CH2:25][C:24]3[C:23]4[C:18](=[CH:19][CH:20]=[C:21]([Cl:27])[CH:22]=4)[N:17]([CH2:28][O:29][CH3:30])[C:16]=3[CH2:15]2)([CH3:13])[CH2:11][O:12][CH3:33])(=[O:9])=[O:8])[CH:6]=[CH:5][CH:4]=[CH:3][CH:2]=1. The yield is 0.720. (3) The reactants are [CH2:1]([O:5][C:6]1[CH:7]=[C:8]([CH:11]=[CH:12][CH:13]=1)[CH:9]=O)[CH2:2][CH2:3][CH3:4].[N+:14]([CH3:17])([O-:16])=[O:15].C([O-])(=O)C.[NH4+]. The catalyst is C(O)(=O)C. The product is [CH2:1]([O:5][C:6]1[CH:13]=[CH:12][CH:11]=[C:8](/[CH:9]=[CH:17]/[N+:14]([O-:16])=[O:15])[CH:7]=1)[CH2:2][CH2:3][CH3:4]. The yield is 0.750. (4) The reactants are [F:1][C:2]1[CH:8]=[CH:7][C:6]([C:9]([F:12])([F:11])[F:10])=[CH:5][C:3]=1[NH2:4].Cl.[N:14]([O-])=O.[Na+].C([O-])(=O)C.[K+].[C:23]([CH2:26][C:27](=[O:29])[CH3:28])(=[O:25])[CH3:24]. The catalyst is O.CC(O)=O. The product is [F:1][C:2]1[CH:8]=[CH:7][C:6]([C:9]([F:10])([F:11])[F:12])=[CH:5][C:3]=1[NH:4][N:14]=[C:26]([C:27](=[O:29])[CH3:28])[C:23](=[O:25])[CH3:24]. The yield is 0.640.